This data is from Catalyst prediction with 721,799 reactions and 888 catalyst types from USPTO. The task is: Predict which catalyst facilitates the given reaction. (1) Reactant: [Br:1][O-].[Na+].BrBr.[OH:6][C:7]1[N:15]=[CH:14][CH:13]=[CH:12][C:8]=1[C:9]([OH:11])=[O:10].Cl. Product: [Br:1][C:13]1[CH:14]=[N:15][C:7]([OH:6])=[C:8]([CH:12]=1)[C:9]([OH:11])=[O:10]. The catalyst class is: 74. (2) Reactant: [Cl-].O[NH3+:3].[C:4](=[O:7])([O-])[OH:5].[Na+].CS(C)=O.[CH2:13]([C:17]1[N:18]=[C:19]([CH3:52])[N:20]([CH2:39][C:40]([CH3:51])([CH3:50])[CH2:41][O:42][Si](C(C)(C)C)(C)C)[C:21](=[O:38])[C:22]=1[CH2:23][C:24]1[CH:29]=[CH:28][C:27]([C:30]2[C:31]([C:36]#[N:37])=[CH:32][CH:33]=[CH:34][CH:35]=2)=[CH:26][CH:25]=1)[CH2:14][CH2:15][CH3:16]. The catalyst class is: 13. Product: [CH2:13]([C:17]1[N:18]=[C:19]([CH3:52])[N:20]([CH2:39][C:40]([CH3:50])([CH3:51])[CH2:41][OH:42])[C:21](=[O:38])[C:22]=1[CH2:23][C:24]1[CH:29]=[CH:28][C:27]([C:30]2[CH:35]=[CH:34][CH:33]=[CH:32][C:31]=2[C:36]2[NH:3][C:4](=[O:7])[O:5][N:37]=2)=[CH:26][CH:25]=1)[CH2:14][CH2:15][CH3:16]. (3) Reactant: [CH2:1]([O:8][C@H:9]1[C@H:15]([O:16][CH2:17][C:18]2[CH:23]=[CH:22][CH:21]=[CH:20][CH:19]=2)[C@@H:14]([O:24][CH2:25][C:26]2[CH:31]=[CH:30][CH:29]=[CH:28][CH:27]=2)[C@:13]2([C:33]3[CH:38]=[CH:37][C:36]([Cl:39])=[C:35]([CH2:40][C:41]4[CH:46]=[CH:45][C:44]([O:47][CH3:48])=[C:43]([F:49])[C:42]=4[F:50])[CH:34]=3)[O:32][C@@:10]1([CH2:51][OH:52])[CH2:11][O:12]2)[C:2]1[CH:7]=[CH:6][CH:5]=[CH:4][CH:3]=1.C(=O)(O)[O-:54].[Na+].[Br-].[K+].Cl[O-].[Na+].Cl. Product: [CH2:1]([O:8][C@H:9]1[C@H:15]([O:16][CH2:17][C:18]2[CH:19]=[CH:20][CH:21]=[CH:22][CH:23]=2)[C@@H:14]([O:24][CH2:25][C:26]2[CH:31]=[CH:30][CH:29]=[CH:28][CH:27]=2)[C@:13]2([C:33]3[CH:38]=[CH:37][C:36]([Cl:39])=[C:35]([CH2:40][C:41]4[CH:46]=[CH:45][C:44]([O:47][CH3:48])=[C:43]([F:49])[C:42]=4[F:50])[CH:34]=3)[O:32][C@@:10]1([C:51]([OH:54])=[O:52])[CH2:11][O:12]2)[C:2]1[CH:7]=[CH:6][CH:5]=[CH:4][CH:3]=1. The catalyst class is: 7. (4) Reactant: NN.[N+:3]([C:6]1[CH:7]=[C:8]([N:15]2[CH2:20][CH2:19][NH:18][CH:17]3[CH2:21][S:22](=[O:25])(=[O:24])[CH2:23][CH:16]23)[C:9]2O[CH:12]=[CH:11][C:10]=2[CH:14]=1)([O-])=O.CC#N.C1C[O:32]CC1. Product: [O:25]=[S:22]1(=[O:24])[CH2:21][CH:17]2[CH:16]([N:15]([C:8]3[O:32][C:11]4[CH:12]=[CH:7][C:6]([NH2:3])=[CH:14][C:10]=4[CH:9]=3)[CH2:20][CH2:19][NH:18]2)[CH2:23]1. The catalyst class is: 319. (5) The catalyst class is: 364. Product: [Br:21][C:19]1[CH:18]=[CH:17][C:16]([Cl:22])=[C:15]([CH:10]2[CH2:9][C:8]([CH3:24])([CH3:23])[C:7]3[C:12](=[CH:13][CH:14]=[C:5]([C:3]([OH:4])=[O:2])[CH:6]=3)[NH:11]2)[CH:20]=1. Reactant: C[O:2][C:3]([C:5]1[CH:6]=[C:7]2[C:12](=[CH:13][CH:14]=1)[NH:11][CH:10]([C:15]1[CH:20]=[C:19]([Br:21])[CH:18]=[CH:17][C:16]=1[Cl:22])[CH2:9][C:8]2([CH3:24])[CH3:23])=[O:4].[OH-].[Na+].Cl.